From a dataset of NCI-60 drug combinations with 297,098 pairs across 59 cell lines. Regression. Given two drug SMILES strings and cell line genomic features, predict the synergy score measuring deviation from expected non-interaction effect. (1) Drug 1: C1CC(C1)(C(=O)O)C(=O)O.[NH2-].[NH2-].[Pt+2]. Drug 2: CS(=O)(=O)CCNCC1=CC=C(O1)C2=CC3=C(C=C2)N=CN=C3NC4=CC(=C(C=C4)OCC5=CC(=CC=C5)F)Cl. Cell line: A498. Synergy scores: CSS=7.75, Synergy_ZIP=-2.74, Synergy_Bliss=-0.638, Synergy_Loewe=-11.8, Synergy_HSA=-3.27. (2) Drug 1: CC1=C2C(C(=O)C3(C(CC4C(C3C(C(C2(C)C)(CC1OC(=O)C(C(C5=CC=CC=C5)NC(=O)OC(C)(C)C)O)O)OC(=O)C6=CC=CC=C6)(CO4)OC(=O)C)OC)C)OC. Drug 2: CN(C)C1=NC(=NC(=N1)N(C)C)N(C)C. Cell line: SK-MEL-5. Synergy scores: CSS=20.2, Synergy_ZIP=-0.136, Synergy_Bliss=-4.00, Synergy_Loewe=-34.2, Synergy_HSA=-7.41. (3) Drug 1: CC(C)(C#N)C1=CC(=CC(=C1)CN2C=NC=N2)C(C)(C)C#N. Drug 2: CC1=C(C(=O)C2=C(C1=O)N3CC4C(C3(C2COC(=O)N)OC)N4)N. Cell line: OVCAR-8. Synergy scores: CSS=19.8, Synergy_ZIP=-1.30, Synergy_Bliss=1.18, Synergy_Loewe=-8.30, Synergy_HSA=-2.60. (4) Drug 1: CC(C)NC(=O)C1=CC=C(C=C1)CNNC.Cl. Drug 2: C1C(C(OC1N2C=NC(=NC2=O)N)CO)O. Cell line: BT-549. Synergy scores: CSS=11.4, Synergy_ZIP=-2.56, Synergy_Bliss=1.85, Synergy_Loewe=0.800, Synergy_HSA=4.43. (5) Drug 1: C1=NC2=C(N1)C(=S)N=C(N2)N. Drug 2: CN(C(=O)NC(C=O)C(C(C(CO)O)O)O)N=O. Cell line: OVCAR3. Synergy scores: CSS=46.3, Synergy_ZIP=2.73, Synergy_Bliss=2.58, Synergy_Loewe=-41.7, Synergy_HSA=0.141. (6) Drug 1: CC(C)(C#N)C1=CC(=CC(=C1)CN2C=NC=N2)C(C)(C)C#N. Drug 2: C1=NNC2=C1C(=O)NC=N2. Cell line: EKVX. Synergy scores: CSS=2.63, Synergy_ZIP=6.97, Synergy_Bliss=-3.02, Synergy_Loewe=-1.60, Synergy_HSA=-2.24.